This data is from Catalyst prediction with 721,799 reactions and 888 catalyst types from USPTO. The task is: Predict which catalyst facilitates the given reaction. (1) Reactant: [S:1]1[CH:5]=[CH:4][N:3]=[C:2]1[C:6]1(O)[CH2:15][CH2:14][C:9]2([O:13][CH2:12][CH2:11][O:10]2)[CH2:8][CH2:7]1.S(Cl)(Cl)=O.O.CCOC(C)=O. Product: [O:10]1[C:9]2([CH2:14][CH2:15][C:6]([C:2]3[S:1][CH:5]=[CH:4][N:3]=3)=[CH:7][CH2:8]2)[O:13][CH2:12][CH2:11]1. The catalyst class is: 17. (2) Reactant: I[C:2]1[CH:3]=[C:4]([CH:10]=[CH:11][CH:12]=1)[C:5]([O:7][CH2:8][CH3:9])=[O:6].[CH:13]([Mg]Cl)([CH3:15])[CH3:14].C(Br)C=C.C([Cu])#N. Product: [CH2:8]([O:7][C:5](=[O:6])[C:4]1[CH:10]=[CH:11][CH:12]=[C:2]([CH2:15][CH:13]=[CH2:14])[CH:3]=1)[CH3:9]. The catalyst class is: 1.